Dataset: Catalyst prediction with 721,799 reactions and 888 catalyst types from USPTO. Task: Predict which catalyst facilitates the given reaction. Reactant: [CH3:1][N:2]1[C:8](=[O:9])[C:7]2[CH:10]=[CH:11][CH:12]=[CH:13][C:6]=2[S:5][C:4]2[CH:14]=[CH:15][C:16]([C:18]([OH:20])=[O:19])=[CH:17][C:3]1=2.OO.[O-:23]S([O-])(=S)=O.[Na+].[Na+]. Product: [CH3:1][N:2]1[C:8](=[O:9])[C:7]2[CH:10]=[CH:11][CH:12]=[CH:13][C:6]=2[S:5](=[O:23])[C:4]2[CH:14]=[CH:15][C:16]([C:18]([OH:20])=[O:19])=[CH:17][C:3]1=2. The catalyst class is: 86.